Dataset: Choline transporter screen with 302,306 compounds. Task: Binary Classification. Given a drug SMILES string, predict its activity (active/inactive) in a high-throughput screening assay against a specified biological target. (1) The compound is o1c(C(=O)Nc2c(NC(=O)c3occc3)ccc(c2)C(O)=O)ccc1. The result is 0 (inactive). (2) The molecule is O=c1n(c2n(nnn2)c2c1C(Cc1c2cccc1)(C)C)Cc1ccccc1. The result is 0 (inactive).